From a dataset of Peptide-MHC class II binding affinity with 134,281 pairs from IEDB. Regression. Given a peptide amino acid sequence and an MHC pseudo amino acid sequence, predict their binding affinity value. This is MHC class II binding data. (1) The peptide sequence is IGSRGRRSCRAARRP. The MHC is HLA-DPA10201-DPB10501 with pseudo-sequence HLA-DPA10201-DPB10501. The binding affinity (normalized) is 0.0613. (2) The peptide sequence is EGKQSLTKLAAAWGG. The MHC is DRB3_0202 with pseudo-sequence DRB3_0202. The binding affinity (normalized) is 0.